Dataset: Peptide-MHC class I binding affinity with 185,985 pairs from IEDB/IMGT. Task: Regression. Given a peptide amino acid sequence and an MHC pseudo amino acid sequence, predict their binding affinity value. This is MHC class I binding data. The peptide sequence is ARWMISSAL. The MHC is HLA-B48:01 with pseudo-sequence HLA-B48:01. The binding affinity (normalized) is 0.524.